This data is from NCI-60 drug combinations with 297,098 pairs across 59 cell lines. The task is: Regression. Given two drug SMILES strings and cell line genomic features, predict the synergy score measuring deviation from expected non-interaction effect. (1) Drug 1: C1=NC2=C(N=C(N=C2N1C3C(C(C(O3)CO)O)F)Cl)N. Drug 2: CC1CCC2CC(C(=CC=CC=CC(CC(C(=O)C(C(C(=CC(C(=O)CC(OC(=O)C3CCCCN3C(=O)C(=O)C1(O2)O)C(C)CC4CCC(C(C4)OC)OCCO)C)C)O)OC)C)C)C)OC. Cell line: RPMI-8226. Synergy scores: CSS=-1.87, Synergy_ZIP=-0.0435, Synergy_Bliss=-2.34, Synergy_Loewe=-5.19, Synergy_HSA=-4.07. (2) Cell line: HOP-62. Synergy scores: CSS=40.1, Synergy_ZIP=1.68, Synergy_Bliss=2.28, Synergy_Loewe=-0.505, Synergy_HSA=-0.209. Drug 2: CC(C)CN1C=NC2=C1C3=CC=CC=C3N=C2N. Drug 1: C1=CC(=CC=C1CCCC(=O)O)N(CCCl)CCCl. (3) Cell line: SK-OV-3. Synergy scores: CSS=7.05, Synergy_ZIP=-1.82, Synergy_Bliss=-1.65, Synergy_Loewe=-14.0, Synergy_HSA=-4.18. Drug 1: CC1CCC2CC(C(=CC=CC=CC(CC(C(=O)C(C(C(=CC(C(=O)CC(OC(=O)C3CCCCN3C(=O)C(=O)C1(O2)O)C(C)CC4CCC(C(C4)OC)OCCO)C)C)O)OC)C)C)C)OC. Drug 2: CC12CCC3C(C1CCC2O)C(CC4=C3C=CC(=C4)O)CCCCCCCCCS(=O)CCCC(C(F)(F)F)(F)F. (4) Drug 1: CC1C(C(CC(O1)OC2CC(OC(C2O)C)OC3=CC4=CC5=C(C(=O)C(C(C5)C(C(=O)C(C(C)O)O)OC)OC6CC(C(C(O6)C)O)OC7CC(C(C(O7)C)O)OC8CC(C(C(O8)C)O)(C)O)C(=C4C(=C3C)O)O)O)O. Drug 2: CN1C2=C(C=C(C=C2)N(CCCl)CCCl)N=C1CCCC(=O)O.Cl. Cell line: DU-145. Synergy scores: CSS=16.4, Synergy_ZIP=0.906, Synergy_Bliss=-2.31, Synergy_Loewe=-38.8, Synergy_HSA=-3.40. (5) Drug 1: CC(CN1CC(=O)NC(=O)C1)N2CC(=O)NC(=O)C2. Cell line: T-47D. Drug 2: CC1C(C(CC(O1)OC2CC(CC3=C2C(=C4C(=C3O)C(=O)C5=CC=CC=C5C4=O)O)(C(=O)C)O)N)O. Synergy scores: CSS=31.9, Synergy_ZIP=-1.42, Synergy_Bliss=-2.21, Synergy_Loewe=-5.94, Synergy_HSA=-0.850. (6) Drug 1: CNC(=O)C1=CC=CC=C1SC2=CC3=C(C=C2)C(=NN3)C=CC4=CC=CC=N4. Drug 2: CC12CCC(CC1=CCC3C2CCC4(C3CC=C4C5=CN=CC=C5)C)O. Cell line: MDA-MB-231. Synergy scores: CSS=8.99, Synergy_ZIP=1.92, Synergy_Bliss=2.92, Synergy_Loewe=-0.204, Synergy_HSA=-0.609. (7) Drug 1: C(=O)(N)NO. Drug 2: C1CC(=O)NC(=O)C1N2C(=O)C3=CC=CC=C3C2=O. Cell line: UACC62. Synergy scores: CSS=-1.67, Synergy_ZIP=0.619, Synergy_Bliss=-0.530, Synergy_Loewe=0.660, Synergy_HSA=-2.98. (8) Drug 1: C1CCC(CC1)NC(=O)N(CCCl)N=O. Drug 2: CCN(CC)CCNC(=O)C1=C(NC(=C1C)C=C2C3=C(C=CC(=C3)F)NC2=O)C. Cell line: A498. Synergy scores: CSS=5.79, Synergy_ZIP=-0.962, Synergy_Bliss=0.342, Synergy_Loewe=-2.59, Synergy_HSA=-1.65. (9) Drug 1: C1=NC2=C(N1)C(=S)N=C(N2)N. Drug 2: CC(C)NC(=O)C1=CC=C(C=C1)CNNC.Cl. Cell line: SK-MEL-28. Synergy scores: CSS=2.89, Synergy_ZIP=-1.82, Synergy_Bliss=5.04, Synergy_Loewe=-6.75, Synergy_HSA=-0.834. (10) Drug 1: CC1C(C(CC(O1)OC2CC(CC3=C2C(=C4C(=C3O)C(=O)C5=C(C4=O)C(=CC=C5)OC)O)(C(=O)C)O)N)O.Cl. Drug 2: CCCS(=O)(=O)NC1=C(C(=C(C=C1)F)C(=O)C2=CNC3=C2C=C(C=N3)C4=CC=C(C=C4)Cl)F. Cell line: TK-10. Synergy scores: CSS=4.86, Synergy_ZIP=-0.948, Synergy_Bliss=-6.78, Synergy_Loewe=-15.8, Synergy_HSA=-7.29.